Dataset: Forward reaction prediction with 1.9M reactions from USPTO patents (1976-2016). Task: Predict the product of the given reaction. Given the reactants [C:1]([O:5][C:6](=[O:30])[NH:7][C@H:8]([C:17]1[NH:18][C:19]([C:22]2[CH:27]=[CH:26][C:25](I)=[CH:24][C:23]=2[F:29])=[CH:20][N:21]=1)[C@H:9]([C:11]1[CH:16]=[CH:15][CH:14]=[CH:13][CH:12]=1)[CH3:10])([CH3:4])([CH3:3])[CH3:2].O.C(O)C.C1(B(O)O)CC1.C(=O)([O-])[O-].[K+].[K+], predict the reaction product. The product is: [C:1]([O:5][C:6](=[O:30])[NH:7][C@H:8]([C:17]1[NH:18][C:19]([C:22]2[CH:27]=[CH:26][CH:25]=[CH:24][C:23]=2[F:29])=[CH:20][N:21]=1)[C@H:9]([C:11]1[CH:16]=[CH:15][CH:14]=[CH:13][CH:12]=1)[CH3:10])([CH3:2])([CH3:3])[CH3:4].